This data is from Full USPTO retrosynthesis dataset with 1.9M reactions from patents (1976-2016). The task is: Predict the reactants needed to synthesize the given product. (1) Given the product [C:1]([C:3]1[CH:4]=[C:5]2[C:10](=[CH:11][CH:12]=1)[CH:9]=[C:8]([NH:18][C:21](=[O:30])[O:44][C:41]([CH3:43])([CH3:42])[CH3:40])[CH:7]=[CH:6]2)#[N:2], predict the reactants needed to synthesize it. The reactants are: [C:1]([C:3]1[CH:4]=[C:5]2[C:10](=[CH:11][CH:12]=1)[CH:9]=[C:8](C(O)=O)[CH:7]=[CH:6]2)#[N:2].CC[N:18]([CH2:21]C)CC.C1C=CC(P(N=[N+]=[N-])(C2C=CC=CC=2)=[O:30])=CC=1.[CH3:40][C:41]([OH:44])([CH3:43])[CH3:42]. (2) Given the product [CH3:17][S:14]([C:11]1[CH:12]=[CH:13][C:8]([C:7]2[CH2:6][O:5][C:3](=[O:4])[C:2]=2[C:18]2[CH:23]=[CH:22][CH:21]=[CH:20][CH:19]=2)=[CH:9][CH:10]=1)(=[O:16])=[O:15], predict the reactants needed to synthesize it. The reactants are: Cl[C:2]1[C:3]([O:5][CH2:6][C:7]=1[C:8]1[CH:13]=[CH:12][C:11]([S:14]([CH3:17])(=[O:16])=[O:15])=[CH:10][CH:9]=1)=[O:4].[C:18]1(B(O)O)[CH:23]=[CH:22][CH:21]=[CH:20][CH:19]=1.[F-].[Cs+]. (3) The reactants are: [Br:1][C:2]1[CH:7]=[CH:6][CH:5]=[CH:4][C:3]=1[C:8](O)([CH3:10])[CH3:9].CCN(S(F)(F)[F:18])CC. Given the product [Br:1][C:2]1[CH:7]=[CH:6][CH:5]=[CH:4][C:3]=1[C:8]([F:18])([CH3:10])[CH3:9], predict the reactants needed to synthesize it. (4) Given the product [NH2:1][C:2]1[N:10]=[CH:9][N:8]=[C:7]2[C:3]=1[N:4]=[C:5]([NH:22][CH2:21][C:17]1[CH:16]=[N:15][CH:20]=[CH:19][CH:18]=1)[N:6]2[CH2:11][CH2:12][OH:13], predict the reactants needed to synthesize it. The reactants are: [NH2:1][C:2]1[N:10]=[CH:9][N:8]=[C:7]2[C:3]=1[N:4]=[C:5](Br)[N:6]2[CH2:11][CH2:12][OH:13].[N:15]1[CH:20]=[CH:19][CH:18]=[C:17]([CH2:21][NH2:22])[CH:16]=1. (5) Given the product [C:15]([O:19][C:20]([N:8]1[CH2:13][CH2:12][CH:11]([OH:14])[CH2:10][CH2:9]1)=[O:21])([CH3:18])([CH3:17])[CH3:16], predict the reactants needed to synthesize it. The reactants are: [OH-].[Na+].C(O)(C)(C)C.[NH:8]1[CH2:13][CH2:12][CH:11]([OH:14])[CH2:10][CH2:9]1.[C:15]([O:19][C:20](O[C:20]([O:19][C:15]([CH3:18])([CH3:17])[CH3:16])=[O:21])=[O:21])([CH3:18])([CH3:17])[CH3:16]. (6) Given the product [Cl:19][C:18]1[C:13]([CH2:4][C:3]([C:6]2[CH:11]=[CH:10][CH:9]=[CH:8][CH:7]=2)=[O:5])=[N:14][CH:15]=[C:16]([C:20]([F:22])([F:21])[F:23])[CH:17]=1, predict the reactants needed to synthesize it. The reactants are: [H-].[Na+].[C:3]([C:6]1[CH:11]=[CH:10][CH:9]=[CH:8][CH:7]=1)(=[O:5])[CH3:4].Cl[C:13]1[C:18]([Cl:19])=[CH:17][C:16]([C:20]([F:23])([F:22])[F:21])=[CH:15][N:14]=1.Cl. (7) Given the product [Si:23]([O:30][CH:31]([CH2:35][CH2:34][OH:33])[C:32]([C:7]1[CH:12]=[CH:11][C:10]([NH:13][C:14]([C:16]2[CH:21]=[CH:20][CH:19]=[CH:18][N:17]=2)=[O:15])=[CH:9][C:8]=1[F:22])=[O:36])([C:26]([CH3:29])([CH3:28])[CH3:27])([CH3:25])[CH3:24], predict the reactants needed to synthesize it. The reactants are: C([Li])CCC.Br[C:7]1[CH:12]=[CH:11][C:10]([NH:13][C:14]([C:16]2[CH:21]=[CH:20][CH:19]=[CH:18][N:17]=2)=[O:15])=[CH:9][C:8]=1[F:22].[Si:23]([O:30][CH:31]1[CH2:35][CH2:34][O:33][C:32]1=[O:36])([C:26]([CH3:29])([CH3:28])[CH3:27])([CH3:25])[CH3:24].C(=O)(O)[O-].[Na+]. (8) Given the product [C:30]([NH:1][CH2:2][C@@H:3]1[O:7][C:6](=[O:8])[N:5]([C:9]2[CH:14]=[CH:13][C:12]([C:15]([O:17][C:18]([CH3:19])([CH3:21])[CH3:20])=[O:16])=[C:11]([F:22])[CH:10]=2)[CH2:4]1)(=[S:32])[CH3:31], predict the reactants needed to synthesize it. The reactants are: [NH2:1][CH2:2][C@@H:3]1[O:7][C:6](=[O:8])[N:5]([C:9]2[CH:14]=[CH:13][C:12]([C:15]([O:17][C:18]([CH3:21])([CH3:20])[CH3:19])=[O:16])=[C:11]([F:22])[CH:10]=2)[CH2:4]1.C(N(CC)CC)C.[C:30](SCC)(=[S:32])[CH3:31]. (9) Given the product [CH3:1][N:2]([CH2:3][CH2:4][N:5]1[CH2:9][CH2:8][CH2:7][CH2:6]1)[C:10]1[O:11][C:12]2[CH:18]=[CH:17][C:16]([NH2:19])=[CH:15][C:13]=2[N:14]=1, predict the reactants needed to synthesize it. The reactants are: [CH3:1][N:2]([C:10]1[O:11][C:12]2[CH:18]=[CH:17][C:16]([N+:19]([O-])=O)=[CH:15][C:13]=2[N:14]=1)[CH2:3][CH2:4][N:5]1[CH2:9][CH2:8][CH2:7][CH2:6]1.